This data is from Full USPTO retrosynthesis dataset with 1.9M reactions from patents (1976-2016). The task is: Predict the reactants needed to synthesize the given product. (1) Given the product [Cl:1][C:2]1[CH:3]=[CH:4][C:5]([OH:11])=[C:6]([CH:10]=1)[C:7]([NH:15][C:14]1[CH:16]=[CH:17][C:18]([S:20]([C:23]([F:26])([F:24])[F:25])(=[O:22])=[O:21])=[CH:19][C:13]=1[Cl:12])=[O:9], predict the reactants needed to synthesize it. The reactants are: [Cl:1][C:2]1[CH:3]=[CH:4][C:5]([OH:11])=[C:6]([CH:10]=1)[C:7]([OH:9])=O.[Cl:12][C:13]1[CH:19]=[C:18]([S:20]([C:23]([F:26])([F:25])[F:24])(=[O:22])=[O:21])[CH:17]=[CH:16][C:14]=1[NH2:15]. (2) Given the product [F:60][C:55]1[CH:56]=[CH:57][CH:58]=[CH:59][C:54]=1[C:52]#[C:53][C:2]1[C:11]2[C:6](=[CH:7][CH:8]=[CH:9][CH:10]=2)[N:5]=[CH:4][CH:3]=1, predict the reactants needed to synthesize it. The reactants are: Cl[C:2]1[C:11]2[C:6](=[CH:7][CH:8]=[CH:9][CH:10]=2)[N:5]=[CH:4][CH:3]=1.C1(P(C2CCCCC2)C2C=CC=CC=2C2C(C(C)C)=CC(C(C)C)=CC=2C(C)C)CCCCC1.C(=O)([O-])[O-].[Cs+].[Cs+].[C:52]([C:54]1[CH:59]=[CH:58][CH:57]=[CH:56][C:55]=1[F:60])#[CH:53]. (3) Given the product [NH2:30][C:25]1[CH:26]=[CH:27][CH:28]=[CH:29][C:24]=1[S:21]([N:18]1[CH2:17][CH2:16][N:15]([C:12]2[CH:11]=[CH:10][C:9]([C:3]([OH:8])([C:2]([F:34])([F:33])[F:1])[C:4]([F:5])([F:6])[F:7])=[CH:14][CH:13]=2)[CH2:20][CH2:19]1)(=[O:22])=[O:23], predict the reactants needed to synthesize it. The reactants are: [F:1][C:2]([F:34])([F:33])[C:3]([C:9]1[CH:14]=[CH:13][C:12]([N:15]2[CH2:20][CH2:19][N:18]([S:21]([C:24]3[CH:29]=[CH:28][CH:27]=[CH:26][C:25]=3[N+:30]([O-])=O)(=[O:23])=[O:22])[CH2:17][CH2:16]2)=[CH:11][CH:10]=1)([OH:8])[C:4]([F:7])([F:6])[F:5]. (4) Given the product [NH2:22][CH:8]([CH:9]([OH:21])[CH2:10][O:11][CH2:12][C:13]1[C:14]([Cl:20])=[CH:15][CH:16]=[CH:17][C:18]=1[Cl:19])[CH2:7][C:6]([O:5][C:1]([CH3:3])([CH3:2])[CH3:4])=[O:25], predict the reactants needed to synthesize it. The reactants are: [C:1]([O:5][C:6](=[O:25])[CH2:7][CH:8]([N+:22]([O-])=O)[CH:9]([OH:21])[CH2:10][O:11][CH2:12][C:13]1[C:18]([Cl:19])=[CH:17][CH:16]=[CH:15][C:14]=1[Cl:20])([CH3:4])([CH3:3])[CH3:2]. (5) Given the product [ClH:25].[CH2:23]([O:22][C:20](=[O:21])[C:16]1[CH:17]=[CH:18][CH:19]=[C:14]([CH:11]2[CH2:10][CH2:9][NH:8][CH2:13][CH2:12]2)[CH:15]=1)[CH3:24], predict the reactants needed to synthesize it. The reactants are: C(OC([N:8]1[CH2:13][CH2:12][CH:11]([C:14]2[CH:19]=[CH:18][CH:17]=[C:16]([C:20]([O:22][CH2:23][CH3:24])=[O:21])[CH:15]=2)[CH2:10][CH2:9]1)=O)(C)(C)C.[ClH:25].O1CCOCC1. (6) Given the product [CH2:47]([O:54][CH2:55][C@@H:56]([NH:60][C:61](=[O:73])[C:62]([NH:65][C:66](=[O:67])[O:68][C:69]([CH3:72])([CH3:71])[CH3:70])([CH3:64])[CH3:63])[C:57]([N:17]1[CH2:18][CH2:19][CH2:20][C:7]2([C:6](=[O:21])[N:5]([CH2:4][C:3]([N:2]([CH3:23])[CH3:1])=[O:22])[CH2:9][CH:8]2[C:10]2[CH:15]=[CH:14][CH:13]=[CH:12][CH:11]=2)[CH2:16]1)=[O:58])[C:48]1[CH:49]=[CH:50][CH:51]=[CH:52][CH:53]=1, predict the reactants needed to synthesize it. The reactants are: [CH3:1][N:2]([CH3:23])[C:3](=[O:22])[CH2:4][N:5]1[CH2:9][C@H:8]([C:10]2[CH:15]=[CH:14][CH:13]=[CH:12][CH:11]=2)[C@:7]2([CH2:20][CH2:19][CH2:18][NH:17][CH2:16]2)[C:6]1=[O:21].CN(C)C(=O)CN1C[C@@H](C2C=CC=CC=2)[C@@]2(CCCNC2)C1=O.[CH2:47]([O:54][CH2:55][C@@H:56]([NH:60][C:61](=[O:73])[C:62]([NH:65][C:66]([O:68][C:69]([CH3:72])([CH3:71])[CH3:70])=[O:67])([CH3:64])[CH3:63])[C:57](O)=[O:58])[C:48]1[CH:53]=[CH:52][CH:51]=[CH:50][CH:49]=1.CCN(C(C)C)C(C)C.C(P1(=O)OP(CCC)(=O)OP(CCC)(=O)O1)CC. (7) Given the product [CH3:10][C:11]1[CH:16]=[CH:15][C:14]([O:17][C:2]2[CH:3]=[C:4]([CH:7]=[CH:8][CH:9]=2)[C:5]#[N:6])=[CH:13][CH:12]=1, predict the reactants needed to synthesize it. The reactants are: F[C:2]1[CH:3]=[C:4]([CH:7]=[CH:8][CH:9]=1)[C:5]#[N:6].[CH3:10][C:11]1[CH:16]=[CH:15][C:14]([OH:17])=[CH:13][CH:12]=1.C(=O)([O-])[O-].[Cs+].[Cs+].CN(C=O)C. (8) The reactants are: N[C:2]1[CH:11]=[CH:10][CH:9]=[C:8]2[C:3]=1[CH:4]=[C:5]([Cl:13])[N:6]=[C:7]2[CH3:12].N([O-])=O.[Na+].[NH4+].[OH-].[BrH:20]. Given the product [Br:20][C:2]1[CH:11]=[CH:10][CH:9]=[C:8]2[C:3]=1[CH:4]=[C:5]([Cl:13])[N:6]=[C:7]2[CH3:12], predict the reactants needed to synthesize it. (9) Given the product [Cl:1][C:2]1[CH:3]=[C:4]([CH2:17][N:18]2[C:22]([CH3:23])=[CH:21][C:20]([NH:24][C:52]([CH:49]3[CH2:50][CH2:51][O:46][CH2:47][CH2:48]3)=[O:53])=[N:19]2)[C:5]2[O:9][C:8]([C:10]3[CH:11]=[CH:12][CH:13]=[CH:14][CH:15]=3)=[CH:7][C:6]=2[CH:16]=1, predict the reactants needed to synthesize it. The reactants are: [Cl:1][C:2]1[CH:3]=[C:4]([CH2:17][N:18]2[C:22]([CH3:23])=[CH:21][C:20]([NH2:24])=[N:19]2)[C:5]2[O:9][C:8]([C:10]3[CH:15]=[CH:14][CH:13]=[CH:12][CH:11]=3)=[CH:7][C:6]=2[CH:16]=1.CCN=C=NCCCN(C)C.C1C=CC2N(O)N=NC=2C=1.[O:46]1[CH2:51][CH2:50][CH:49]([C:52](O)=[O:53])[CH2:48][CH2:47]1. (10) Given the product [NH2:70][C@H:69]([C:64]([OH:33])=[O:63])[CH2:19][C:6]1[CH:7]=[CH:8][C:3]([OH:2])=[CH:4][CH:5]=1, predict the reactants needed to synthesize it. The reactants are: C[O:2][C:3]1[CH:4]=[C:5]2N=CN=[C:19](NC3C=CC(F)=C(Cl)C=3)[C:6]2=[CH:7][C:8]=1OCCCN1CCOCC1.C[O:33]CCOC1C=C2C(NC3C=CC=C(C#C)C=3)=NC=NC2=CC=1OCCOC.CC[O:63][C:64]1C=C2N=CC(C#N)=C(NC3C=CC(F)=C(Cl)C=3)C2=C[C:69]=1[NH:70]C(/C=C/CN(C)C)=O.